The task is: Predict the reaction yield, written as a fraction of the theoretical maximum amount of product (1.0 means a 100% yield; for example, 0.34 means a 34% yield).. This data is from Reaction yield outcomes from USPTO patents with 853,638 reactions. (1) The reactants are [Cl:1][C:2]1[CH:10]=[C:6]([C:7]([OH:9])=O)[C:5]([OH:11])=[CH:4][CH:3]=1.[Cl:12][C:13]1[CH:14]=[C:15]([CH:17]=[C:18]([Cl:20])[CH:19]=1)[NH2:16]. No catalyst specified. The product is [Cl:1][C:2]1[CH:3]=[CH:4][C:5]([OH:11])=[C:6]([CH:10]=1)[C:7]([NH:16][C:15]1[CH:14]=[C:13]([Cl:12])[CH:19]=[C:18]([Cl:20])[CH:17]=1)=[O:9]. The yield is 0.412. (2) The reactants are [CH3:1][C:2]1[CH:11]=[CH:10][C:9]2[C:4](=[CH:5][CH:6]=[CH:7][C:8]=2[N:12]2[CH2:17][CH2:16][N:15]([CH2:18][CH2:19][C:20]3[CH:21]=[C:22]([CH:24]=[CH:25][CH:26]=3)[NH2:23])[CH2:14][CH2:13]2)[N:3]=1.[CH3:27][CH:28]([CH3:33])[CH2:29][C:30](Cl)=[O:31]. No catalyst specified. The yield is 0.640. The product is [CH3:27][CH:28]([CH3:33])[CH2:29][C:30]([NH:23][C:22]1[CH:24]=[CH:25][CH:26]=[C:20]([CH2:19][CH2:18][N:15]2[CH2:14][CH2:13][N:12]([C:8]3[CH:7]=[CH:6][CH:5]=[C:4]4[C:9]=3[CH:10]=[CH:11][C:2]([CH3:1])=[N:3]4)[CH2:17][CH2:16]2)[CH:21]=1)=[O:31]. (3) The reactants are C(N(C(C)C)CC)(C)C.[CH3:10][C:11]1[NH:15][N:14]=[C:13]([NH:16][C:17]2[CH:22]=[C:21]([N:23]3[CH2:28][CH2:27][N:26]([CH:29]4[CH2:34][CH2:33][N:32]([CH3:35])[CH2:31][CH2:30]4)[CH2:25][CH2:24]3)[N:20]=[C:19]([CH:36]=[CH:37][C:38]3[CH:43]=[CH:42][CH:41]=[CH:40][CH:39]=3)[N:18]=2)[CH:12]=1.CN1CCC(N2CCNCC2)CC1. The product is [CH3:10][C:11]1[NH:15][N:14]=[C:13]([NH:16][C:17]2[CH:22]=[C:21]([N:23]3[CH2:28][CH2:27][N:26]([CH:29]4[CH2:34][CH2:33][N:32]([CH3:35])[CH2:31][CH2:30]4)[CH2:25][CH2:24]3)[N:20]=[C:19](/[CH:36]=[CH:37]/[C:38]3[CH:39]=[CH:40][CH:41]=[CH:42][CH:43]=3)[N:18]=2)[CH:12]=1. No catalyst specified. The yield is 0.260. (4) The reactants are [NH2:1][C:2]1[C:3]2[C:13]([O:14][CH2:15][C@@H:16]3[C@@H:23]4[C@@H:19]([O:20]C(C)(C)[O:22]4)[C@H:18]([O:26]C)[O:17]3)=[CH:12][CH:11]=[CH:10][C:4]=2[NH:5][S:6](=[O:9])(=[O:8])[N:7]=1.FC(F)(F)C(O)=O. The catalyst is O. The product is [NH2:1][C:2]1[C:3]2[C:13]([O:14][CH2:15][C@@H:16]3[C@@H:23]([OH:22])[C@@H:19]([OH:20])[CH:18]([OH:26])[O:17]3)=[CH:12][CH:11]=[CH:10][C:4]=2[NH:5][S:6](=[O:8])(=[O:9])[N:7]=1. The yield is 1.00. (5) The product is [O:3]1[C:7]2([CH2:12][CH2:11][C:10](=[CH:8][C:7]([O:3][CH2:4][CH3:5])=[O:6])[CH2:9][CH2:8]2)[O:6][CH2:5][CH2:4]1. The catalyst is C1COCC1. The yield is 1.00. The reactants are [H-].[Na+].[O:3]1[C:7]2([CH2:12][CH2:11][C:10](=O)[CH2:9][CH2:8]2)[O:6][CH2:5][CH2:4]1.